Dataset: Reaction yield outcomes from USPTO patents with 853,638 reactions. Task: Predict the reaction yield, written as a fraction of the theoretical maximum amount of product (1.0 means a 100% yield; for example, 0.34 means a 34% yield). (1) The product is [CH:29]1([C:35]([NH:37][C:38]2[CH:47]=[CH:46][C:41]([C:42]([OH:44])=[O:43])=[CH:40][CH:39]=2)=[O:36])[CH2:30][CH2:31][CH2:32][CH2:33][CH2:34]1. The yield is 0.920. The catalyst is C1COCC1. The reactants are NC1C=CC(C(O)=O)=CC=1.C1(C(Cl)=O)CCCCC1.CCN(CC)CC.[OH-].[Na+].[CH:29]1([C:35]([NH:37][C:38]2[CH:47]=[CH:46][C:41]([C:42]([O:44]C)=[O:43])=[CH:40][CH:39]=2)=[O:36])[CH2:34][CH2:33][CH2:32][CH2:31][CH2:30]1. (2) The reactants are NC[C:3]1[CH:8]=[CH:7][CH:6]=[CH:5][N:4]=1.[CH2:9]([N:11](CC)CC)C.Cl.[N:17]1([CH2:23][CH2:24][C:25]2[N:29]3[CH:30]=[CH:31][CH:32]=[CH:33][C:28]3=[C:27]([C:34](Cl)=[O:35])[N:26]=2)[CH2:22][CH2:21][O:20][CH2:19][CH2:18]1. The catalyst is C(Cl)Cl. The product is [N:4]1[CH:3]=[CH:8][CH:7]=[C:6]([CH2:9][NH:11][C:34]([C:27]2[N:26]=[C:25]([CH2:24][CH2:23][N:17]3[CH2:22][CH2:21][O:20][CH2:19][CH2:18]3)[N:29]3[CH:30]=[CH:31][CH:32]=[CH:33][C:28]=23)=[O:35])[CH:5]=1. The yield is 0.320. (3) The product is [OH:24][CH:17]([CH2:18][N:19]1[CH2:23][CH2:22][CH2:21][CH2:20]1)[CH2:16][NH:15][C:11]([C:10]1[C:9]2[CH2:8][CH2:7][CH2:6][C:5](=[O:14])[C:4]=2[NH:3][C:2]=1[CH3:1])=[O:13]. The yield is 0.820. No catalyst specified. The reactants are [CH3:1][C:2]1[NH:3][C:4]2[C:5](=[O:14])[CH2:6][CH2:7][CH2:8][C:9]=2[C:10]=1[C:11]([OH:13])=O.[NH2:15][CH2:16][CH:17]([OH:24])[CH2:18][N:19]1[CH2:23][CH2:22][CH2:21][CH2:20]1.